The task is: Predict the reactants needed to synthesize the given product.. This data is from Full USPTO retrosynthesis dataset with 1.9M reactions from patents (1976-2016). Given the product [F:13][C:3]1[CH:4]=[C:5]([O:6][CH:7]2[CH2:10][O:9][CH2:8]2)[CH:11]=[CH:12][C:2]=1[B:14]1[O:18][C:17]([CH3:20])([CH3:19])[C:16]([CH3:22])([CH3:21])[O:15]1, predict the reactants needed to synthesize it. The reactants are: Br[C:2]1[CH:12]=[CH:11][C:5]([O:6][CH:7]2[CH2:10][O:9][CH2:8]2)=[CH:4][C:3]=1[F:13].[B:14]1([B:14]2[O:18][C:17]([CH3:20])([CH3:19])[C:16]([CH3:22])([CH3:21])[O:15]2)[O:18][C:17]([CH3:20])([CH3:19])[C:16]([CH3:22])([CH3:21])[O:15]1.C([O-])(=O)C.[K+].CCOC(C)=O.